Dataset: Forward reaction prediction with 1.9M reactions from USPTO patents (1976-2016). Task: Predict the product of the given reaction. Given the reactants [NH2:1][C:2]1[CH:10]=[C:9]([CH3:11])[CH:8]=[C:7]([CH3:12])[C:3]=1[C:4]([NH2:6])=[O:5].C([Si](C)(C)[O:18][CH2:19][CH2:20][O:21][C:22]1[C:29]([CH3:30])=[CH:28][C:25]([CH:26]=O)=[CH:24][C:23]=1[CH3:31])(C)(C)C.S([O-])(O)=O.[Na+].C1(C)C=CC(S(O)(=O)=O)=CC=1.CCCC[N+](CCCC)(CCCC)CCCC.[F-], predict the reaction product. The product is: [OH:18][CH2:19][CH2:20][O:21][C:22]1[C:29]([CH3:30])=[CH:28][C:25]([C:26]2[NH:6][C:4](=[O:5])[C:3]3[C:2](=[CH:10][C:9]([CH3:11])=[CH:8][C:7]=3[CH3:12])[N:1]=2)=[CH:24][C:23]=1[CH3:31].